Dataset: CYP2D6 inhibition data for predicting drug metabolism from PubChem BioAssay. Task: Regression/Classification. Given a drug SMILES string, predict its absorption, distribution, metabolism, or excretion properties. Task type varies by dataset: regression for continuous measurements (e.g., permeability, clearance, half-life) or binary classification for categorical outcomes (e.g., BBB penetration, CYP inhibition). Dataset: cyp2d6_veith. (1) The drug is Cc1cccc(NC(=S)NC(=O)c2cc(-c3ccccc3)nc3ccccc23)c1. The result is 0 (non-inhibitor). (2) The molecule is COC(=O)c1cc(NC(=O)N2c3ccccc3Sc3ccccc32)cc(C(=O)OC)c1. The result is 0 (non-inhibitor). (3) The molecule is Cc1noc(C)c1C(=O)N1CCC2(CC1)CN(c1ccccn1)C2. The result is 0 (non-inhibitor). (4) The drug is COC(=O)[C@@]1(Cc2ccc(OC)cc2)[C@H]2c3cc(C(=O)N4CCCC4)n(CCc4c[nH]c5cc(F)ccc45)c3C[C@H]2CN1C(=O)c1ccccc1. The result is 0 (non-inhibitor). (5) The drug is O=C(O)/C=C/C(=O)Nc1ccccc1-c1ccccc1. The result is 0 (non-inhibitor). (6) The drug is COc1ccc(-c2nc3cnc(Nc4cccc(OC)c4)nc3n(C[C@H]3CCCO3)c2=O)cc1. The result is 0 (non-inhibitor). (7) The drug is O=C(c1cnccn1)N1CCC[C@@]2(CCN(c3ccccn3)C2)C1. The result is 0 (non-inhibitor). (8) The molecule is CO[C@H]1COC(=O)C/C=C\[C@H](C)[C@@H](OC)COC(=O)C/C=C\[C@@H]1C. The result is 0 (non-inhibitor). (9) The drug is CS(=O)(=O)O.N=C(N)SCCc1ccncc1. The result is 0 (non-inhibitor). (10) The compound is Cc1cccc(CNc2cc(-c3cccc(NS(C)(=O)=O)c3)ncn2)c1. The result is 0 (non-inhibitor).